Dataset: Peptide-MHC class I binding affinity with 185,985 pairs from IEDB/IMGT. Task: Regression. Given a peptide amino acid sequence and an MHC pseudo amino acid sequence, predict their binding affinity value. This is MHC class I binding data. (1) The MHC is HLA-A69:01 with pseudo-sequence HLA-A69:01. The binding affinity (normalized) is 0.660. The peptide sequence is QSYEFLGLK. (2) The peptide sequence is IEEVMRSRW. The MHC is HLA-B44:02 with pseudo-sequence HLA-B44:02. The binding affinity (normalized) is 0.521. (3) The peptide sequence is NYISSEATTPV. The MHC is Patr-A0901 with pseudo-sequence Patr-A0901. The binding affinity (normalized) is 0.682.